Binary Classification. Given a T-cell receptor sequence (or CDR3 region) and an epitope sequence, predict whether binding occurs between them. From a dataset of TCR-epitope binding with 47,182 pairs between 192 epitopes and 23,139 TCRs. (1) The epitope is SLYNTVATL. The TCR CDR3 sequence is CASSKAGRGGMGETQYF. Result: 0 (the TCR does not bind to the epitope). (2) The epitope is LLWNGPMAV. The TCR CDR3 sequence is CAVGDRGYEQYF. Result: 1 (the TCR binds to the epitope). (3) The epitope is RLDKVEAEV. The TCR CDR3 sequence is CASSGGPVVGTQYF. Result: 0 (the TCR does not bind to the epitope). (4) Result: 0 (the TCR does not bind to the epitope). The TCR CDR3 sequence is CASSYYYWDTVIYEQYF. The epitope is SEISMDNSPNL.